This data is from Catalyst prediction with 721,799 reactions and 888 catalyst types from USPTO. The task is: Predict which catalyst facilitates the given reaction. Reactant: [SH:1][C:2]1[CH:3]=[C:4]([C:8](=[O:10])[CH3:9])[CH:5]=[CH:6][CH:7]=1.C(=O)([O-])[O-].[K+].[K+].F[C:18]1[CH:23]=[CH:22][C:21]([N+:24]([O-:26])=[O:25])=[CH:20][CH:19]=1.O. Product: [N+:24]([C:21]1[CH:22]=[CH:23][C:18]([S:1][C:2]2[CH:3]=[C:4]([C:8](=[O:10])[CH3:9])[CH:5]=[CH:6][CH:7]=2)=[CH:19][CH:20]=1)([O-:26])=[O:25]. The catalyst class is: 9.